This data is from Reaction yield outcomes from USPTO patents with 853,638 reactions. The task is: Predict the reaction yield, written as a fraction of the theoretical maximum amount of product (1.0 means a 100% yield; for example, 0.34 means a 34% yield). (1) The reactants are C[O:2][C:3](=[O:36])[C@H:4]([CH2:16][C:17]1[CH:22]=[CH:21][C:20]([C:23]2[C:24](=[O:35])[N:25]([CH3:34])[C:26]([CH3:33])=[CH:27][C:28]=2[C:29]([F:32])([F:31])[F:30])=[CH:19][CH:18]=1)[NH:5][C:6]([C:8]1[C:13]([Cl:14])=[CH:12][CH:11]=[CH:10][C:9]=1[Cl:15])=[O:7]. The catalyst is C(O)C.[OH-].[Na+]. The product is [Cl:15][C:9]1[CH:10]=[CH:11][CH:12]=[C:13]([Cl:14])[C:8]=1[C:6]([NH:5][C@H:4]([C:3]([OH:36])=[O:2])[CH2:16][C:17]1[CH:18]=[CH:19][C:20]([C:23]2[C:24](=[O:35])[N:25]([CH3:34])[C:26]([CH3:33])=[CH:27][C:28]=2[C:29]([F:31])([F:32])[F:30])=[CH:21][CH:22]=1)=[O:7]. The yield is 0.920. (2) The reactants are [CH2:1]1[C:6](=[O:7])[CH2:5][C:4]2[CH:8]=[CH:9][C:10](Br)=[CH:11][C:3]=2[CH2:2]1.[F:13][C:14]([F:25])([F:24])[C:15]1[CH:20]=[CH:19][C:18](B(O)O)=[CH:17][CH:16]=1. The yield is 0.390. The catalyst is CN(C)C=O.C(=O)([O-])[O-].[K+].[K+].C(OCC)(=O)C.C1C=CC([P]([Pd]([P](C2C=CC=CC=2)(C2C=CC=CC=2)C2C=CC=CC=2)([P](C2C=CC=CC=2)(C2C=CC=CC=2)C2C=CC=CC=2)[P](C2C=CC=CC=2)(C2C=CC=CC=2)C2C=CC=CC=2)(C2C=CC=CC=2)C2C=CC=CC=2)=CC=1. The product is [F:13][C:14]([F:25])([F:24])[C:15]1[CH:20]=[CH:19][C:18]([C:10]2[CH:11]=[C:3]3[C:4](=[CH:8][CH:9]=2)[CH2:5][C:6](=[O:7])[CH2:1][CH2:2]3)=[CH:17][CH:16]=1. (3) The reactants are [OH2:1].C.[Se](=O)=O.C([C:9]1[CH:14]=[CH:13][CH:12]=[CH:11][C:10]=1[NH:15][S:16]([C:19]1[CH:24]=[CH:23][CH:22]=[CH:21][CH:20]=1)(=[O:18])=[O:17])(=O)C.[O:25]1[CH2:30][CH2:29][O:28][CH2:27][CH2:26]1. No catalyst specified. The product is [CH2:26]([O:25][CH:30]([OH:1])[C:29]([C:12]1[CH:11]=[C:10]([NH:15][S:16]([C:19]2[CH:20]=[CH:21][CH:22]=[CH:23][CH:24]=2)(=[O:17])=[O:18])[CH:9]=[CH:14][CH:13]=1)=[O:28])[CH3:27]. The yield is 0.460. (4) The reactants are [Br:1][CH:2]1[CH2:23][CH2:22][C:5]2=[CH:6][C:7]3[C:8]4[CH:17]=[CH:16][C:15]([C:18](=[O:21])[CH2:19]Br)=[CH:14][C:9]=4[CH2:10][O:11][C:12]=3[CH:13]=[C:4]2[C:3]1=[O:24].[C:25]([O:29][C:30]([N:32]1[C@@H:36]([CH3:37])[CH2:35][CH2:34][C@H:33]1[C:38]([OH:40])=[O:39])=[O:31])([CH3:28])([CH3:27])[CH3:26].C([O-])([O-])=O.[K+].[K+]. The catalyst is ClCCl. The product is [CH3:37][C@@H:36]1[N:32]([C:30]([O:29][C:25]([CH3:26])([CH3:27])[CH3:28])=[O:31])[C@H:33]([C:38]([O:40][CH2:19][C:18]([C:15]2[CH:16]=[CH:17][C:8]3[C:7]4[CH:6]=[C:5]5[CH2:22][CH2:23][CH:2]([Br:1])[C:3](=[O:24])[C:4]5=[CH:13][C:12]=4[O:11][CH2:10][C:9]=3[CH:14]=2)=[O:21])=[O:39])[CH2:34][CH2:35]1. The yield is 0.840. (5) The reactants are [Cl:1][C:2]1[CH:7]=[CH:6][C:5]([O:8][CH3:9])=[C:4]([CH3:10])[CH:3]=1.[N+:11]([O-])([OH:13])=[O:12].OS(O)(=O)=O. No catalyst specified. The product is [N+:11]([C:6]1[CH:7]=[C:2]([Cl:1])[CH:3]=[C:4]([CH3:10])[C:5]=1[O:8][CH3:9])([O-:13])=[O:12]. The yield is 0.410. (6) The reactants are [Cl:1][C:2]1[C:3]([CH2:8][NH:9][C:10]([C@H:12]2[CH2:32][N:16]3[C:17](=[O:31])[CH2:18][N:19]([C:21]([O:23][CH2:24][C:25]4[CH:30]=[CH:29][CH:28]=[CH:27][CH:26]=4)=[O:22])[CH2:20][C@H:15]3[CH2:14][CH2:13]2)=O)=[N:4][CH:5]=[CH:6][N:7]=1.CN(C=O)C.N1C=CC=CC=1.O=P(Cl)(Cl)Cl.C(=O)(O)[O-].[Na+]. The catalyst is C(Cl)Cl. The product is [CH2:24]([O:23][C:21]([N:19]1[CH2:18][C:17](=[O:31])[N:16]2[CH2:32][C@H:12]([C:10]3[N:4]4[CH:5]=[CH:6][N:7]=[C:2]([Cl:1])[C:3]4=[CH:8][N:9]=3)[CH2:13][CH2:14][C@@H:15]2[CH2:20]1)=[O:22])[C:25]1[CH:30]=[CH:29][CH:28]=[CH:27][CH:26]=1. The yield is 0.625. (7) The reactants are IC.[H-].[Na+].[O:5]=[C:6]1[N:10]([C@@H:11]([C:13]2[CH:18]=[CH:17][CH:16]=[CH:15][CH:14]=2)[CH3:12])[CH2:9][CH:8]([C:19]([O:21][C:22]([CH3:25])([CH3:24])[CH3:23])=[O:20])[CH2:7]1.[C:26](O)(=O)CC(CC(O)=O)(C(O)=O)O. The catalyst is CN(C=O)C. The product is [CH3:26][C@:8]1([C:19]([O:21][C:22]([CH3:24])([CH3:23])[CH3:25])=[O:20])[CH2:7][C:6](=[O:5])[N:10]([C@@H:11]([C:13]2[CH:14]=[CH:15][CH:16]=[CH:17][CH:18]=2)[CH3:12])[CH2:9]1. The yield is 0.337. (8) The reactants are C([O:8][C:9]1[C:10](=[O:29])[N:11]([CH:26]([F:28])[F:27])[CH:12]=[C:13]([C:15]2[CH:20]=[CH:19][C:18]([Cl:21])=[C:17]([C:22]([F:25])([F:24])[F:23])[CH:16]=2)[CH:14]=1)C1C=CC=CC=1.C(S)C.B(F)(F)F.O(CC)CC. The catalyst is C(Cl)Cl.CO. The product is [Cl:21][C:18]1[CH:19]=[CH:20][C:15]([C:13]2[CH:14]=[C:9]([OH:8])[C:10](=[O:29])[N:11]([CH:26]([F:28])[F:27])[CH:12]=2)=[CH:16][C:17]=1[C:22]([F:25])([F:23])[F:24]. The yield is 0.480. (9) The reactants are [O-]P([O-])([O-])=O.[K+].[K+].[K+].[CH2:9]([NH:16][C:17]([NH2:19])=[O:18])[C:10]1[CH:15]=[CH:14][CH:13]=[CH:12][CH:11]=1.Br[C:21]1[CH:26]=[CH:25][CH:24]=[CH:23][C:22]=1[O:27][CH3:28].CNCCNC. The catalyst is [Cu]I.O1CCOCC1. The product is [CH2:9]([NH:16][C:17]([NH:19][C:21]1[CH:26]=[CH:25][CH:24]=[CH:23][C:22]=1[O:27][CH3:28])=[O:18])[C:10]1[CH:15]=[CH:14][CH:13]=[CH:12][CH:11]=1. The yield is 0.670.